This data is from Full USPTO retrosynthesis dataset with 1.9M reactions from patents (1976-2016). The task is: Predict the reactants needed to synthesize the given product. Given the product [CH3:1][O:2][C:3](=[O:16])[C:4]([NH:8][C:9]([O:11][C:12]([CH3:15])([CH3:14])[CH3:13])=[O:10])([CH3:7])[CH2:5][NH:22][C:21]1[CH:23]=[CH:24][C:18]([F:17])=[CH:19][CH:20]=1, predict the reactants needed to synthesize it. The reactants are: [CH3:1][O:2][C:3](=[O:16])[C:4]([NH:8][C:9]([O:11][C:12]([CH3:15])([CH3:14])[CH3:13])=[O:10])([CH3:7])[CH:5]=O.[F:17][C:18]1[CH:24]=[CH:23][C:21]([NH2:22])=[CH:20][CH:19]=1.C(O)(=O)C.C([BH3-])#N.[Na+].